From a dataset of Forward reaction prediction with 1.9M reactions from USPTO patents (1976-2016). Predict the product of the given reaction. (1) Given the reactants O[C@H](CCCC1C=CC(OC)=CC=1)C(O)=O.[OH:17][CH:18]([CH2:24][CH2:25][CH2:26][C:27]1[CH:32]=[CH:31][C:30]([O:33][CH3:34])=[CH:29][CH:28]=1)[C:19]([O:21][CH2:22][CH3:23])=[O:20], predict the reaction product. The product is: [OH:17][C@H:18]([CH2:24][CH2:25][CH2:26][C:27]1[CH:28]=[CH:29][C:30]([O:33][CH3:34])=[CH:31][CH:32]=1)[C:19]([O:21][CH2:22][CH3:23])=[O:20]. (2) Given the reactants [O:1]=[C:2]([NH:36][C:37]1[CH:38]=[CH:39][CH:40]=[C:41]2[C:46]=1[N:45]=[CH:44][CH:43]=[CH:42]2)[CH:3]([C:17]1[CH:22]=[CH:21][C:20]([NH:23][C:24](=[O:35])[CH2:25][CH2:26][CH2:27][CH2:28][CH2:29][CH2:30][C:31]([O:33][CH3:34])=[O:32])=[CH:19][CH:18]=1)[C:4](=[O:16])[NH:5][C:6]1[CH:7]=[CH:8][CH:9]=[C:10]2[C:15]=1[N:14]=[CH:13][CH:12]=[CH:11]2.CC(C)([O-])C.[K+].S([N:63]=[N+]=[N-])(C1C=CC(C)=CC=1)(=O)=O.C([O-])=O.[NH4+], predict the reaction product. The product is: [NH2:63][C:3]([C:17]1[CH:18]=[CH:19][C:20]([NH:23][C:24](=[O:35])[CH2:25][CH2:26][CH2:27][CH2:28][CH2:29][CH2:30][C:31]([O:33][CH3:34])=[O:32])=[CH:21][CH:22]=1)([C:4](=[O:16])[NH:5][C:6]1[CH:7]=[CH:8][CH:9]=[C:10]2[C:15]=1[N:14]=[CH:13][CH:12]=[CH:11]2)[C:2](=[O:1])[NH:36][C:37]1[CH:38]=[CH:39][CH:40]=[C:41]2[C:46]=1[N:45]=[CH:44][CH:43]=[CH:42]2.